From a dataset of Forward reaction prediction with 1.9M reactions from USPTO patents (1976-2016). Predict the product of the given reaction. Given the reactants C[O:2][C:3](=[O:38])[CH:4]=[CH:5][C:6]1[CH:7]=[C:8]2[C:13](=[CH:14][CH:15]=1)[N:12]([C:16](=[O:24])[C:17]1[CH:22]=[CH:21][C:20]([F:23])=[CH:19][CH:18]=1)[C@@H:11]([CH3:25])[CH2:10][C@H:9]2[N:26]([C:31]1[CH:36]=[CH:35][C:34]([Cl:37])=[CH:33][CH:32]=1)[C:27](=[O:30])[CH2:28][CH3:29].C([O-])([O-])=O.[K+].[K+], predict the reaction product. The product is: [Cl:37][C:34]1[CH:35]=[CH:36][C:31]([N:26]([C:27](=[O:30])[CH2:28][CH3:29])[C@H:9]2[C:8]3[C:13](=[CH:14][CH:15]=[C:6]([CH:5]=[CH:4][C:3]([OH:38])=[O:2])[CH:7]=3)[N:12]([C:16](=[O:24])[C:17]3[CH:18]=[CH:19][C:20]([F:23])=[CH:21][CH:22]=3)[C@@H:11]([CH3:25])[CH2:10]2)=[CH:32][CH:33]=1.